Dataset: CYP2C19 inhibition data for predicting drug metabolism from PubChem BioAssay. Task: Regression/Classification. Given a drug SMILES string, predict its absorption, distribution, metabolism, or excretion properties. Task type varies by dataset: regression for continuous measurements (e.g., permeability, clearance, half-life) or binary classification for categorical outcomes (e.g., BBB penetration, CYP inhibition). Dataset: cyp2c19_veith. (1) The compound is CCCCc1cc2ccccc2c(OCCN(C)C)n1. The result is 0 (non-inhibitor). (2) The compound is Cn1c(=O)c2cc(S(=O)(=O)NCCC(=O)Nc3ccc(Cl)cc3)ccc2n(C)c1=O. The result is 0 (non-inhibitor). (3) The drug is CN(C)CCCNc1c2c(nc3ccc(Cl)cc13)CCCC2. The result is 0 (non-inhibitor). (4) The molecule is O=c1c(-c2ccccc2)nc2cnc(Oc3ccccc3)nc2n1C[C@H]1CCCO1. The result is 1 (inhibitor).